From a dataset of Peptide-MHC class I binding affinity with 185,985 pairs from IEDB/IMGT. Regression. Given a peptide amino acid sequence and an MHC pseudo amino acid sequence, predict their binding affinity value. This is MHC class I binding data. The peptide sequence is PLISILMIFI. The MHC is HLA-A02:06 with pseudo-sequence HLA-A02:06. The binding affinity (normalized) is 0.280.